Dataset: Forward reaction prediction with 1.9M reactions from USPTO patents (1976-2016). Task: Predict the product of the given reaction. Given the reactants C(N(CC)CC)C.[CH3:8][C:9]([O:12][C:13](O[C:13]([O:12][C:9]([CH3:11])([CH3:10])[CH3:8])=[O:14])=[O:14])([CH3:11])[CH3:10].[Br:23][C:24]1[C:25]([N:42]2[CH2:47][CH2:46][CH2:45][C@@H:44]([NH:48][C:49](=[O:55])[O:50][C:51]([CH3:54])([CH3:53])[CH3:52])[CH2:43]2)=[C:26]2[C:32]([NH:33][C:34](=[O:41])[C:35]3[CH:40]=[CH:39][CH:38]=[N:37][CH:36]=3)=[CH:31][NH:30][C:27]2=[N:28][CH:29]=1.O, predict the reaction product. The product is: [Br:23][C:24]1[C:25]([N:42]2[CH2:47][CH2:46][CH2:45][C@@H:44]([NH:48][C:49]([O:50][C:51]([CH3:52])([CH3:54])[CH3:53])=[O:55])[CH2:43]2)=[C:26]2[C:32]([NH:33][C:34](=[O:41])[C:35]3[CH:40]=[CH:39][CH:38]=[N:37][CH:36]=3)=[CH:31][N:30]([C:13]([O:12][C:9]([CH3:11])([CH3:10])[CH3:8])=[O:14])[C:27]2=[N:28][CH:29]=1.